Dataset: Forward reaction prediction with 1.9M reactions from USPTO patents (1976-2016). Task: Predict the product of the given reaction. (1) Given the reactants [Cl:1][C:2]1[CH:7]=[CH:6][C:5]([CH2:8][C:9](Br)=[O:10])=[CH:4][CH:3]=1.[C:12]([S-:14])#[N:13].[K+].O, predict the reaction product. The product is: [Cl:1][C:2]1[CH:7]=[CH:6][C:5]([CH2:8][C:9]([S:14][C:12]#[N:13])=[O:10])=[CH:4][CH:3]=1. (2) Given the reactants CC1(C)C2C=CC=C(P(C3C=CC=CC=3)C3C=CC=CC=3)C=2OC2C1=CC=CC=2P(C1C=CC=CC=1)C1C=CC=CC=1.Br[C:44]1[CH:45]=[CH:46][CH:47]=[C:48]2[C:53]=1[CH:52]=[N:51][C:50]([NH:54][C:55]1[N:56]=[CH:57][C:58]([C:61]#[N:62])=[N:59][CH:60]=1)=[CH:49]2.C(=[NH:76])(C1C=CC=CC=1)C1C=CC=CC=1.C(=O)([O-])[O-].[Cs+].[Cs+].Cl, predict the reaction product. The product is: [NH2:76][C:44]1[CH:45]=[CH:46][CH:47]=[C:48]2[C:53]=1[CH:52]=[N:51][C:50]([NH:54][C:55]1[N:56]=[CH:57][C:58]([C:61]#[N:62])=[N:59][CH:60]=1)=[CH:49]2.